This data is from Full USPTO retrosynthesis dataset with 1.9M reactions from patents (1976-2016). The task is: Predict the reactants needed to synthesize the given product. (1) Given the product [C:1]([C:5]1[C:6]([NH:14][C:23](=[O:24])[CH2:22][C:19]2[CH:20]=[CH:21][C:16]([Cl:15])=[CH:17][CH:18]=2)=[N:7][N:8]2[CH:13]=[CH:12][CH:11]=[N:10][C:9]=12)([CH3:4])([CH3:2])[CH3:3], predict the reactants needed to synthesize it. The reactants are: [C:1]([C:5]1[C:6]([NH2:14])=[N:7][N:8]2[CH:13]=[CH:12][CH:11]=[N:10][C:9]=12)([CH3:4])([CH3:3])[CH3:2].[Cl:15][C:16]1[CH:21]=[CH:20][C:19]([CH2:22][C:23](O)=[O:24])=[CH:18][CH:17]=1. (2) Given the product [NH2:44][CH2:2][CH2:3][CH2:4][O:5][C:6]1[CH:7]=[C:8]([C:12]2[S:20][C:19]3[C:14](=[N:15][CH:16]=[CH:17][C:18]=3[O:21][C:22]3[CH:27]=[CH:26][C:25]([NH:28][C:29](=[O:42])[CH2:30][C:31]([NH:33][C:34]4[CH:39]=[CH:38][CH:37]=[CH:36][C:35]=4[O:40][CH3:41])=[O:32])=[CH:24][C:23]=3[F:43])[CH:13]=2)[CH:9]=[CH:10][CH:11]=1, predict the reactants needed to synthesize it. The reactants are: Cl[CH2:2][CH2:3][CH2:4][O:5][C:6]1[CH:7]=[C:8]([C:12]2[S:20][C:19]3[C:14](=[N:15][CH:16]=[CH:17][C:18]=3[O:21][C:22]3[CH:27]=[CH:26][C:25]([NH:28][C:29](=[O:42])[CH2:30][C:31]([NH:33][C:34]4[CH:39]=[CH:38][CH:37]=[CH:36][C:35]=4[O:40][CH3:41])=[O:32])=[CH:24][C:23]=3[F:43])[CH:13]=2)[CH:9]=[CH:10][CH:11]=1.[N-:44]=[N+]=[N-].[Na+].